This data is from Forward reaction prediction with 1.9M reactions from USPTO patents (1976-2016). The task is: Predict the product of the given reaction. (1) Given the reactants [CH3:1][C@H:2]1[CH2:30][O:29][C@@:5]2([O:9][C@H:8]3[CH2:10][C@H:11]4[C@@H:16]5[CH2:17][CH2:18][C@@H:19]6[CH2:25][C:23](=[O:24])[CH2:22][CH2:21][C@:20]6([CH3:26])[C@H:15]5[CH2:14][CH2:13][C@:12]4([CH3:27])[C@H:7]3[C@@H:6]2[CH3:28])[CH2:4][CH2:3]1.C(O[AlH-](OC(C)(C)C)OC(C)(C)C)(C)(C)C.[Li+].C(Cl)Cl.CCOC(C)=O, predict the reaction product. The product is: [CH3:1][C@@H:2]1[CH2:30][O:29][C@@:5]2([O:9][C@H:8]3[CH2:10][C@H:11]4[C@@H:16]5[CH2:17][CH2:18][C@@H:19]6[CH2:25][C@H:23]([OH:24])[CH2:22][CH2:21][C@:20]6([CH3:26])[C@H:15]5[CH2:14][CH2:13][C@:12]4([CH3:27])[C@H:7]3[C@@H:6]2[CH3:28])[CH2:4][CH2:3]1. (2) Given the reactants [CH2:1]([O:23][CH2:24][CH2:25][CH2:26][NH2:27])[CH2:2][CH2:3][CH2:4][CH2:5][CH2:6][CH2:7][CH2:8][CH2:9][CH2:10][CH2:11][CH2:12][CH2:13][CH2:14][CH2:15][CH2:16][CH2:17][CH2:18][CH2:19][CH2:20][CH2:21][CH3:22].[Cl:28][CH2:29][C:30](OC)=[O:31], predict the reaction product. The product is: [Cl:28][CH2:29][C:30]([NH:27][CH2:26][CH2:25][CH2:24][O:23][CH2:1][CH2:2][CH2:3][CH2:4][CH2:5][CH2:6][CH2:7][CH2:8][CH2:9][CH2:10][CH2:11][CH2:12][CH2:13][CH2:14][CH2:15][CH2:16][CH2:17][CH2:18][CH2:19][CH2:20][CH2:21][CH3:22])=[O:31]. (3) Given the reactants N(CCC1C=CC(F)=CC=1)=[N+]=[N-].[N:13]([CH2:16][C:17]1[CH:22]=[CH:21][C:20]([C:23]([F:26])([F:25])[F:24])=[CH:19][CH:18]=1)=[N+:14]=[N-:15].[CH2:27]([NH:34][C:35]([C:37]1[S:41][C:40]([C:42]#[CH:43])=[N:39][C:38]=1[CH3:44])=[O:36])[C:28]1[CH:33]=[CH:32][CH:31]=[CH:30][CH:29]=1, predict the reaction product. The product is: [CH2:27]([NH:34][C:35]([C:37]1[S:41][C:40]([C:42]2[N:15]=[N:14][N:13]([CH2:16][C:17]3[CH:18]=[CH:19][C:20]([C:23]([F:25])([F:24])[F:26])=[CH:21][CH:22]=3)[CH:43]=2)=[N:39][C:38]=1[CH3:44])=[O:36])[C:28]1[CH:29]=[CH:30][CH:31]=[CH:32][CH:33]=1. (4) Given the reactants C(OC(=O)[NH:10][C:11]1[CH:16]=[CH:15][C:14]([CH:17]2[C:20](=[O:21])[N:19]([C:22]3[CH:27]=[C:26]([O:28][CH3:29])[C:25]([O:30][CH3:31])=[C:24]([O:32][CH3:33])[CH:23]=3)[CH:18]2[C:34]2[CH:39]=[CH:38][C:37]([O:40][CH3:41])=[C:36]([N+:42]([O-])=O)[CH:35]=2)=[CH:13][CH:12]=1)C1C=CC=CC=1.[K+].[Br-], predict the reaction product. The product is: [NH2:42][C:36]1[CH:35]=[C:34]([CH:18]2[N:19]([C:22]3[CH:23]=[C:24]([O:32][CH3:33])[C:25]([O:30][CH3:31])=[C:26]([O:28][CH3:29])[CH:27]=3)[C:20](=[O:21])[CH:17]2[C:14]2[CH:13]=[CH:12][C:11]([NH2:10])=[CH:16][CH:15]=2)[CH:39]=[CH:38][C:37]=1[O:40][CH3:41]. (5) Given the reactants [CH2:1]([O:8][C@@H:9]1[C@@H:14]([CH2:15][O:16][CH2:17][C:18]2[CH:23]=[CH:22][CH:21]=[CH:20][CH:19]=2)[N:13]2[CH:24]=[C:25](I)[N:26]=[C:12]2[C@H:11]([O:28][CH2:29][C:30]2[CH:35]=[CH:34][CH:33]=[CH:32][CH:31]=2)[C@H:10]1[O:36][CH2:37][C:38]1[CH:43]=[CH:42][CH:41]=[CH:40][CH:39]=1)[C:2]1[CH:7]=[CH:6][CH:5]=[CH:4][CH:3]=1.CCN([CH2:49][CH3:50])CC, predict the reaction product. The product is: [CH2:1]([O:8][C@@H:9]1[C@@H:14]([CH2:15][O:16][CH2:17][C:18]2[CH:23]=[CH:22][CH:21]=[CH:20][CH:19]=2)[N:13]2[CH:24]=[C:25]([C:1]#[C:2][CH2:3][CH2:4][CH2:5][CH2:6][CH2:49][CH3:50])[N:26]=[C:12]2[C@H:11]([O:28][CH2:29][C:30]2[CH:35]=[CH:34][CH:33]=[CH:32][CH:31]=2)[C@H:10]1[O:36][CH2:37][C:38]1[CH:43]=[CH:42][CH:41]=[CH:40][CH:39]=1)[C:2]1[CH:7]=[CH:6][CH:5]=[CH:4][CH:3]=1.